Dataset: Forward reaction prediction with 1.9M reactions from USPTO patents (1976-2016). Task: Predict the product of the given reaction. (1) Given the reactants [Cl:1][C:2]1[CH:7]=[CH:6][C:5]([N:8]2[CH2:13][CH2:12][N:11]([C:14]([O:16][CH2:17][CH:18]3[CH2:23][CH2:22][NH:21][CH2:20][CH2:19]3)=[O:15])[CH2:10][CH2:9]2)=[CH:4][CH:3]=1.[CH:24](O)=O, predict the reaction product. The product is: [Cl:1][C:2]1[CH:3]=[CH:4][C:5]([N:8]2[CH2:13][CH2:12][N:11]([C:14]([O:16][CH2:17][CH:18]3[CH2:23][CH2:22][N:21]([CH3:24])[CH2:20][CH2:19]3)=[O:15])[CH2:10][CH2:9]2)=[CH:6][CH:7]=1. (2) The product is: [OH:1][C:2]1[CH:3]=[CH:4][C:5]([CH:8]2[CH2:9][CH2:10][CH:11]([CH2:14][C:15]([O:17][CH2:18][CH3:19])=[O:16])[CH2:12][CH2:13]2)=[CH:6][CH:7]=1. Given the reactants [OH:1][C:2]1[CH:7]=[CH:6][C:5]([CH:8]2[CH2:13][CH2:12][C:11](=[CH:14][C:15]([O:17][CH2:18][CH3:19])=[O:16])[CH2:10][CH2:9]2)=[CH:4][CH:3]=1.[H][H], predict the reaction product. (3) The product is: [Cl:1][C:2]1[CH:3]=[CH:4][C:5]([O:33][CH3:34])=[C:6]([C:8]2[C:12]([NH:13][C:14]([C:16]3[CH:17]=[N:18][N:19]4[CH:24]=[CH:23][CH:22]=[N:21][C:20]=34)=[O:15])=[CH:11][N:10]([CH2:25][C:26]([OH:28])=[O:27])[N:9]=2)[CH:7]=1. Given the reactants [Cl:1][C:2]1[CH:3]=[CH:4][C:5]([O:33][CH3:34])=[C:6]([C:8]2[C:12]([NH:13][C:14]([C:16]3[CH:17]=[N:18][N:19]4[CH:24]=[CH:23][CH:22]=[N:21][C:20]=34)=[O:15])=[CH:11][N:10]([CH2:25][C:26]([O:28]C(C)(C)C)=[O:27])[N:9]=2)[CH:7]=1.C(O)(C(F)(F)F)=O, predict the reaction product. (4) The product is: [F:32][C:19]1[CH:20]=[CH:21][C:22]([C:52]2[CH:57]=[CH:56][CH:55]=[CH:54][CH:53]=2)=[CH:23][C:18]=1[C@:15]1([CH3:17])[CH2:14][C@@H:13]([C:33]([F:35])([F:36])[F:34])[O:12][C:11]([NH2:10])=[N:16]1. Given the reactants COC1C=CC(C(C2C=CC(OC)=CC=2)(C2C=CC=CC=2)[NH:10][C:11]2[O:12][C@H:13]([C:33]([F:36])([F:35])[F:34])[CH2:14][C@:15]([C:18]3[CH:23]=[C:22](B4OCC(C)(C)CO4)[CH:21]=[CH:20][C:19]=3[F:32])([CH3:17])[N:16]=2)=CC=1.Br[C:52]1[CH:57]=[CH:56][CH:55]=[CH:54][CH:53]=1.FC(F)(F)C(O)=O, predict the reaction product. (5) Given the reactants F[C:2]1[CH:3]=[C:4]([CH:8]2[CH2:17][C:16](=[O:18])[C:15]3[C:10](=[CH:11][CH:12]=[C:13]([OH:19])[CH:14]=3)[O:9]2)[CH:5]=[CH:6][CH:7]=1.[Cl:20]C1C=CC=CC=1C=O, predict the reaction product. The product is: [Cl:20][C:5]1[CH:6]=[CH:7][CH:2]=[CH:3][C:4]=1[CH:8]1[CH2:17][C:16](=[O:18])[C:15]2[C:10](=[CH:11][CH:12]=[C:13]([OH:19])[CH:14]=2)[O:9]1. (6) Given the reactants [F:1][C:2]1[CH:7]=[CH:6][CH:5]=[C:4]([F:8])[C:3]=1[CH2:9][C:10]#[N:11].[N+:12]([O-])([OH:14])=[O:13].[OH:16]S(O)(=O)=O, predict the reaction product. The product is: [F:1][C:2]1[C:7]([N+:12]([O-:14])=[O:13])=[CH:6][CH:5]=[C:4]([F:8])[C:3]=1[CH2:9][C:10]([NH2:11])=[O:16]. (7) Given the reactants [CH:1]1([CH2:4][O:5][C:6]2[CH:14]=[CH:13][C:9]3[O:10][CH2:11][O:12][C:8]=3[C:7]=2[C:15]2[C:16]3[NH:23][CH:22]=[C:21]([C:24](O)=[O:25])[C:17]=3[N:18]=[CH:19][N:20]=2)[CH2:3][CH2:2]1.[B-](F)(F)(F)F.CCOC(C(C#N)=NOC(N(C)C)=[N+](C)C)=O.C1C=NC2N(O)N=NC=2C=1.CCN(C(C)C)C(C)C.[NH2:68][C@H:69]([C:99]([CH3:102])([CH3:101])[CH3:100])[C:70]([N:72]1[CH2:77][CH2:76][CH:75]([N:78]2[N:87]=[C:86]([C:88]3[CH:93]=[CH:92][C:91]([O:94][CH3:95])=[C:90]([O:96][CH3:97])[CH:89]=3)[C@@H:85]3[C@@H:80]([CH2:81][CH2:82][CH2:83][CH2:84]3)[C:79]2=[O:98])[CH2:74][CH2:73]1)=[O:71], predict the reaction product. The product is: [CH:1]1([CH2:4][O:5][C:6]2[CH:14]=[CH:13][C:9]3[O:10][CH2:11][O:12][C:8]=3[C:7]=2[C:15]2[C:16]3[NH:23][CH:22]=[C:21]([C:24]([NH:68][C@H:69]([C:99]([CH3:102])([CH3:101])[CH3:100])[C:70]([N:72]4[CH2:73][CH2:74][CH:75]([N:78]5[N:87]=[C:86]([C:88]6[CH:93]=[CH:92][C:91]([O:94][CH3:95])=[C:90]([O:96][CH3:97])[CH:89]=6)[C@@H:85]6[C@@H:80]([CH2:81][CH2:82][CH2:83][CH2:84]6)[C:79]5=[O:98])[CH2:76][CH2:77]4)=[O:71])=[O:25])[C:17]=3[N:18]=[CH:19][N:20]=2)[CH2:2][CH2:3]1. (8) Given the reactants [Cl:1][C:2]1[S:3][C:4]2[C:5]([N:23]=1)=[CH:6][C:7]1[C:8]([CH3:22])=[CH:9][C:10]([CH3:21])([CH3:20])[N:11](C(=O)C(F)(F)F)[C:12]=1[CH:13]=2.[BH4-].[Na+], predict the reaction product. The product is: [Cl:1][C:2]1[S:3][C:4]2[C:5]([N:23]=1)=[CH:6][C:7]1[C:8]([CH3:22])=[CH:9][C:10]([CH3:20])([CH3:21])[NH:11][C:12]=1[CH:13]=2.